From a dataset of Catalyst prediction with 721,799 reactions and 888 catalyst types from USPTO. Predict which catalyst facilitates the given reaction. (1) Reactant: [F:1][C:2]1[CH:10]=[CH:9][CH:8]=[CH:7][C:3]=1[C:4]([OH:6])=O.CN(C(ON1N=NC2C=CC=NC1=2)=[N+](C)C)C.F[P-](F)(F)(F)(F)F.CCN(C(C)C)C(C)C.[I:44][C:45]1[CH:50]=[CH:49][C:48]([CH2:51][N:52]2[CH:56]=[CH:55][C:54]([NH2:57])=[N:53]2)=[C:47]([C:58]([F:61])([F:60])[F:59])[CH:46]=1. Product: [F:1][C:2]1[CH:10]=[CH:9][CH:8]=[CH:7][C:3]=1[C:4]([NH:57][C:54]1[CH:55]=[CH:56][N:52]([CH2:51][C:48]2[CH:49]=[CH:50][C:45]([I:44])=[CH:46][C:47]=2[C:58]([F:61])([F:59])[F:60])[N:53]=1)=[O:6]. The catalyst class is: 121. (2) Reactant: CO[C:3]([C:5]1[S:6][C:7]([C:15]2[CH:20]=[CH:19][C:18]([Cl:21])=[CH:17][CH:16]=2)=[CH:8][C:9]=1[N:10]=[CH:11][N:12]([CH3:14])C)=[O:4].[N:22]1([CH2:28][CH2:29][O:30][C:31]2[CH:32]=[C:33]([CH:36]=[CH:37][CH:38]=2)CN)[CH2:27][CH2:26][O:25][CH2:24][CH2:23]1. Product: [Cl:21][C:18]1[CH:17]=[CH:16][C:15]([C:7]2[S:6][C:5]3[C:3](=[O:4])[N:12]([CH2:14][C:33]4[CH:36]=[CH:37][CH:38]=[C:31]([O:30][CH2:29][CH2:28][N:22]5[CH2:23][CH2:24][O:25][CH2:26][CH2:27]5)[CH:32]=4)[CH:11]=[N:10][C:9]=3[CH:8]=2)=[CH:20][CH:19]=1. The catalyst class is: 5.